Dataset: Forward reaction prediction with 1.9M reactions from USPTO patents (1976-2016). Task: Predict the product of the given reaction. (1) Given the reactants CC([O-])(C)C.[K+].[C:7]1([CH:13]([OH:17])[C:14]([CH3:16])=[CH2:15])[CH:12]=[CH:11][CH:10]=[CH:9][CH:8]=1.[CH2:18](Cl)[CH:19]=[CH:20][CH3:21], predict the reaction product. The product is: [CH2:18]([O:17][CH:13]([C:7]1[CH:12]=[CH:11][CH:10]=[CH:9][CH:8]=1)[C:14]([CH3:16])=[CH2:15])[CH:19]=[CH:20][CH3:21]. (2) Given the reactants [CH2:1]([C:8]1[CH:9]=[N:10][C:11]2[C:16]([C:17]=1[C:18]1[CH:19]=[C:20]([NH2:24])[CH:21]=[CH:22][CH:23]=1)=[CH:15][CH:14]=[CH:13][C:12]=2[C:25]([F:28])([F:27])[F:26])[C:2]1[CH:7]=[CH:6][CH:5]=[CH:4][CH:3]=1.[Cl:29][C:30]1[CH:37]=[C:36]([Cl:38])[CH:35]=[CH:34][C:31]=1[CH:32]=O, predict the reaction product. The product is: [CH2:1]([C:8]1[CH:9]=[N:10][C:11]2[C:16]([C:17]=1[C:18]1[CH:19]=[C:20]([NH:24][CH2:32][C:31]3[CH:34]=[CH:35][C:36]([Cl:38])=[CH:37][C:30]=3[Cl:29])[CH:21]=[CH:22][CH:23]=1)=[CH:15][CH:14]=[CH:13][C:12]=2[C:25]([F:28])([F:26])[F:27])[C:2]1[CH:3]=[CH:4][CH:5]=[CH:6][CH:7]=1. (3) Given the reactants Br[C:2]1[C:11]([O:12][CH3:13])=[CH:10][CH:9]=[C:8]2[C:3]=1[CH:4]=[CH:5][C:6]([S:14][CH3:15])=[N:7]2.[Li]C(C)(C)C.[CH3:21][O:22][C:23]1[CH:30]=[CH:29][C:26]([CH:27]=[O:28])=[CH:25][CH:24]=1, predict the reaction product. The product is: [CH3:13][O:12][C:11]1[C:2]([CH:27]([C:26]2[CH:29]=[CH:30][C:23]([O:22][CH3:21])=[CH:24][CH:25]=2)[OH:28])=[C:3]2[C:8](=[CH:9][CH:10]=1)[N:7]=[C:6]([S:14][CH3:15])[CH:5]=[CH:4]2. (4) Given the reactants Cl.[NH2:2][CH:3]([CH2:7][N:8]([CH3:10])[CH3:9])[C:4]([OH:6])=[O:5].[CH3:11]O, predict the reaction product. The product is: [NH2:2][CH:3]([CH2:7][N:8]([CH3:10])[CH3:9])[C:4]([O:6][CH3:11])=[O:5]. (5) The product is: [C:34]([O:33][C:31]([N:28]1[CH2:29][CH2:30][C:25]([C:7]2[C:2]([Cl:1])=[CH:3][C:4]([CH2:9][CH:10]([OH:13])[CH2:11][OH:12])=[CH:5][N:6]=2)=[CH:26][CH2:27]1)=[O:32])([CH3:37])([CH3:35])[CH3:36]. Given the reactants [Cl:1][C:2]1[CH:3]=[C:4]([CH2:9][CH:10]([OH:13])[CH2:11][OH:12])[CH:5]=[N:6][C:7]=1Cl.CCO.CC1(C)C(C)(C)OB([C:25]2[CH2:30][CH2:29][N:28]([C:31]([O:33][C:34]([CH3:37])([CH3:36])[CH3:35])=[O:32])[CH2:27][CH:26]=2)O1, predict the reaction product. (6) Given the reactants [CH3:1][C:2]1[CH:3]=[C:4]([CH:9]=[C:10]([C:12]2[CH:17]=[CH:16][CH:15]=[CH:14][CH:13]=2)[CH:11]=1)[C:5]([O:7][CH3:8])=[O:6].[Br:18]N1C(=O)CCC1=O.N(C(C)(C)C#N)=NC(C)(C)C#N.C(OOC(=O)C1C=CC=CC=1)(=O)C1C=CC=CC=1, predict the reaction product. The product is: [Br:18][CH2:1][C:2]1[CH:3]=[C:4]([CH:9]=[C:10]([C:12]2[CH:17]=[CH:16][CH:15]=[CH:14][CH:13]=2)[CH:11]=1)[C:5]([O:7][CH3:8])=[O:6]. (7) Given the reactants [C:1]([O:9]CCCC)(=O)[C:2]1[CH:7]=[CH:6][CH:5]=[N:4][CH:3]=1.O.[C:15](O)(=O)C, predict the reaction product. The product is: [C:1]([C:2]1[CH:3]=[N:4][CH:5]=[CH:6][CH:7]=1)(=[O:9])[CH3:15].